This data is from Catalyst prediction with 721,799 reactions and 888 catalyst types from USPTO. The task is: Predict which catalyst facilitates the given reaction. (1) The catalyst class is: 19. Product: [NH2:11][C@H:10]1[C:9](=[O:26])[NH:8][C:7]2[CH:27]=[C:28]([F:31])[CH:29]=[CH:30][C:6]=2[O:5][C@H:4]1[CH:1]1[CH2:3][CH2:2]1. Reactant: [CH:1]1([C@H:4]2[C@@H:10]([N:11](CC3C=CC=CC=3)CC3C=CC=CC=3)[C:9](=[O:26])[NH:8][C:7]3[CH:27]=[C:28]([F:31])[CH:29]=[CH:30][C:6]=3[O:5]2)[CH2:3][CH2:2]1. (2) Reactant: [CH2:1]([O:3][C:4](=[O:28])[CH2:5][C:6]1[CH:7]=[C:8]([C:14]2[CH:19]=[CH:18][C:17]([C:20]([F:23])([F:22])[F:21])=[CH:16][C:15]=2[CH2:24][NH:25][CH2:26][CH3:27])[C:9]([O:12][CH3:13])=[CH:10][CH:11]=1)[CH3:2].C(N(CC)CC)C.[CH2:36]([N:43]=[C:44]=[O:45])[C:37]1[CH:42]=[CH:41][CH:40]=[CH:39][CH:38]=1. Product: [CH2:1]([O:3][C:4](=[O:28])[CH2:5][C:6]1[CH:7]=[C:8]([C:14]2[CH:19]=[CH:18][C:17]([C:20]([F:23])([F:21])[F:22])=[CH:16][C:15]=2[CH2:24][N:25]([CH2:26][CH3:27])[C:44]([NH:43][CH2:36][C:37]2[CH:42]=[CH:41][CH:40]=[CH:39][CH:38]=2)=[O:45])[C:9]([O:12][CH3:13])=[CH:10][CH:11]=1)[CH3:2]. The catalyst class is: 2. (3) Reactant: [C:1]([O:5][C:6]([N:8]1[CH2:13][CH2:12][C@H:11]([C:14]2[NH:15][CH:16]=[C:17]([C:19]3[CH:24]=[CH:23][N:22]=[C:21]([C:25]([F:28])([F:27])[F:26])[CH:20]=3)[N:18]=2)[C@H:10]([F:29])[CH2:9]1)=[O:7])([CH3:4])([CH3:3])[CH3:2].[H-].[Na+].Br[CH2:33][CH2:34][O:35][CH:36]1[CH2:41][CH2:40][CH2:39][CH2:38][O:37]1. Product: [C:1]([O:5][C:6]([N:8]1[CH2:13][CH2:12][C@H:11]([C:14]2[N:15]([CH2:33][CH2:34][O:35][CH:36]3[CH2:41][CH2:40][CH2:39][CH2:38][O:37]3)[CH:16]=[C:17]([C:19]3[CH:24]=[CH:23][N:22]=[C:21]([C:25]([F:28])([F:27])[F:26])[CH:20]=3)[N:18]=2)[C@H:10]([F:29])[CH2:9]1)=[O:7])([CH3:4])([CH3:2])[CH3:3]. The catalyst class is: 3.